Dataset: Peptide-MHC class I binding affinity with 185,985 pairs from IEDB/IMGT. Task: Regression. Given a peptide amino acid sequence and an MHC pseudo amino acid sequence, predict their binding affinity value. This is MHC class I binding data. (1) The peptide sequence is KVFVLGGCR. The MHC is HLA-A31:01 with pseudo-sequence HLA-A31:01. The binding affinity (normalized) is 0.638. (2) The peptide sequence is RAAVEDEEFW. The MHC is HLA-B58:01 with pseudo-sequence HLA-B58:01. The binding affinity (normalized) is 0.756. (3) The peptide sequence is SRYDPSISF. The MHC is Mamu-B08 with pseudo-sequence Mamu-B08. The binding affinity (normalized) is 0.528.